The task is: Regression. Given a peptide amino acid sequence and an MHC pseudo amino acid sequence, predict their binding affinity value. This is MHC class II binding data.. This data is from Peptide-MHC class II binding affinity with 134,281 pairs from IEDB. (1) The peptide sequence is ELKESWGAIWRIDTP. The MHC is HLA-DQA10501-DQB10201 with pseudo-sequence HLA-DQA10501-DQB10201. The binding affinity (normalized) is 0.457. (2) The peptide sequence is LLFCALASSCQVAFS. The MHC is DRB4_0101 with pseudo-sequence DRB4_0103. The binding affinity (normalized) is 0.310. (3) The peptide sequence is AGLKTNDRKWCFEGP. The MHC is DRB1_0301 with pseudo-sequence DRB1_0301. The binding affinity (normalized) is 0.552. (4) The peptide sequence is GLRVVCAKYALA. The MHC is DRB1_1302 with pseudo-sequence DRB1_1302. The binding affinity (normalized) is 0.250. (5) The binding affinity (normalized) is 0. The peptide sequence is AGDGDVVAVDIKEKG. The MHC is DRB3_0202 with pseudo-sequence DRB3_0202. (6) The peptide sequence is YDKFLANVSTALTGK. The MHC is DRB3_0202 with pseudo-sequence DRB3_0202. The binding affinity (normalized) is 0.920. (7) The peptide sequence is AFKVAATAENAAPAN. The MHC is DRB1_1001 with pseudo-sequence DRB1_1001. The binding affinity (normalized) is 0.796. (8) The peptide sequence is MANSRAFALVLLFCA. The MHC is DRB1_1501 with pseudo-sequence DRB1_1501. The binding affinity (normalized) is 0.228. (9) The peptide sequence is SLTEALRVIAGALEV. The MHC is HLA-DPA10201-DPB11401 with pseudo-sequence HLA-DPA10201-DPB11401. The binding affinity (normalized) is 0.723.